This data is from Reaction yield outcomes from USPTO patents with 853,638 reactions. The task is: Predict the reaction yield, written as a fraction of the theoretical maximum amount of product (1.0 means a 100% yield; for example, 0.34 means a 34% yield). The reactants are [CH3:1][P:2](=[O:7])([CH:5]=[CH2:6])[CH:3]=[CH2:4].[C:8]([N:15]1[CH2:20][CH2:19][CH:18]([NH2:21])[CH2:17][CH2:16]1)([O:10][C:11]([CH3:14])([CH3:13])[CH3:12])=[O:9]. The catalyst is C1COCC1.O. The product is [CH3:1][P:2]1(=[O:7])[CH2:5][CH2:6][N:21]([CH:18]2[CH2:17][CH2:16][N:15]([C:8]([O:10][C:11]([CH3:14])([CH3:13])[CH3:12])=[O:9])[CH2:20][CH2:19]2)[CH2:4][CH2:3]1. The yield is 0.380.